Dataset: Reaction yield outcomes from USPTO patents with 853,638 reactions. Task: Predict the reaction yield, written as a fraction of the theoretical maximum amount of product (1.0 means a 100% yield; for example, 0.34 means a 34% yield). (1) The reactants are [CH3:1][C:2]1[CH:3]=[C:4]([CH:7]=[C:8]([CH3:18])[C:9]=1[O:10][CH2:11][C@@H:12]1[CH2:16][CH2:15][C:14](=[O:17])[NH:13]1)[CH:5]=O.[NH2:19][C:20]1[CH:28]=[C:27]([O:29][CH3:30])[CH:26]=[C:25]([O:31][CH3:32])[C:21]=1[C:22]([NH2:24])=[O:23].OS([O-])=O.[Na+].CC1C=CC(S(O)(=O)=O)=CC=1. The catalyst is CC(N(C)C)=O.C(OCC)(=O)C. The product is [CH3:1][C:2]1[CH:3]=[C:4]([C:5]2[NH:24][C:22](=[O:23])[C:21]3[C:20](=[CH:28][C:27]([O:29][CH3:30])=[CH:26][C:25]=3[O:31][CH3:32])[N:19]=2)[CH:7]=[C:8]([CH3:18])[C:9]=1[O:10][CH2:11][C@@H:12]1[CH2:16][CH2:15][C:14](=[O:17])[NH:13]1. The yield is 0.310. (2) The reactants are [Cl:1][C:2]1[CH:3]=[C:4]2[CH:10]=[CH:9][NH:8][C:5]2=[N:6][CH:7]=1.[H-].[Na+].[CH3:13][C:14]([Si:17](Cl)([CH3:19])[CH3:18])([CH3:16])[CH3:15].[Cl-].[NH4+]. The catalyst is C1COCC1. The product is [C:14]([Si:17]([CH3:19])([CH3:18])[N:8]1[C:5]2=[N:6][CH:7]=[C:2]([Cl:1])[CH:3]=[C:4]2[CH:10]=[CH:9]1)([CH3:16])([CH3:15])[CH3:13]. The yield is 0.820. (3) The reactants are [CH2:1]([O:3][C:4](=[O:17])[C:5]([C:7]1[CH:12]=[CH:11][C:10]([S:13]([CH3:16])(=[O:15])=[O:14])=[CH:9][CH:8]=1)=O)[CH3:2].[CH:18]1([O:23][NH2:24])[CH2:22][CH2:21][CH2:20][CH2:19]1. The catalyst is C(O)C. The product is [CH2:1]([O:3][C:4](=[O:17])/[C:5](=[N:24]/[O:23][CH:18]1[CH2:22][CH2:21][CH2:20][CH2:19]1)/[C:7]1[CH:12]=[CH:11][C:10]([S:13]([CH3:16])(=[O:15])=[O:14])=[CH:9][CH:8]=1)[CH3:2]. The yield is 0.210. (4) No catalyst specified. The product is [C:1]([O:5][C:6](=[O:36])[NH:7][C:8]1([C:12]2[CH:17]=[CH:16][C:15]([C:18]3[C:27](=[O:28])[C:26]4[C:21](=[C:22]([O:40][CH3:39])[CH:23]=[CH:24][CH:25]=4)[O:20][C:19]=3[C:30]3[CH:35]=[CH:34][CH:33]=[CH:32][CH:31]=3)=[CH:14][CH:13]=2)[CH2:11][CH2:10][CH2:9]1)([CH3:4])([CH3:3])[CH3:2]. The reactants are [C:1]([O:5][C:6](=[O:36])[NH:7][C:8]1([C:12]2[CH:17]=[CH:16][C:15]([C:18]3[C:27](=[O:28])[C:26]4[C:21](=[CH:22][CH:23]=[C:24](F)[CH:25]=4)[O:20][C:19]=3[C:30]3[CH:35]=[CH:34][CH:33]=[CH:32][CH:31]=3)=[CH:14][CH:13]=2)[CH2:11][CH2:10][CH2:9]1)([CH3:4])([CH3:3])[CH3:2].IC1C(=O)C2C(=C(OC)C=CC=2)[O:40][C:39]=1C1C=CC=CC=1. The yield is 0.980. (5) The reactants are [Li]CCCC.[CH3:6][C:7]1([CH3:15])[CH2:12][CH2:11][CH2:10][C:9]([CH3:14])([CH3:13])[NH:8]1.[Cl:16][C:17]1[C:21](Cl)=[N:20][S:19][N:18]=1.O. The catalyst is COC(C)(C)C. The product is [Cl:16][C:17](=[N:18][S:19][N:8]1[C:9]([CH3:14])([CH3:13])[CH2:10][CH2:11][CH2:12][C:7]1([CH3:15])[CH3:6])[C:21]#[N:20]. The yield is 0.740. (6) The reactants are [CH3:1][N:2]1[CH:6]=[CH:5][C:4]([NH:7][C:8]([C:10]2[CH:20]=[C:19]([OH:21])[C:13]3[CH2:14][C:15]([CH3:18])([CH3:17])[O:16][C:12]=3[CH:11]=2)=[O:9])=[N:3]1.C([O-])([O-])=O.[Cs+].[Cs+].[N:28]1([C:32]([C:34]2[CH:39]=[CH:38][C:37]([F:40])=[CH:36][C:35]=2[F:41])=[O:33])[CH2:31][CH2:30][CH2:29]1. No catalyst specified. The product is [CH3:1][N:2]1[CH:6]=[CH:5][C:4]([NH:7][C:8]([C:10]2[CH:20]=[C:19]([O:21][C:37]3[CH:38]=[CH:39][C:34]([C:32]([N:28]4[CH2:31][CH2:30][CH2:29]4)=[O:33])=[C:35]([F:41])[CH:36]=3)[C:13]3[CH2:14][C:15]([CH3:18])([CH3:17])[O:16][C:12]=3[CH:11]=2)=[O:9])=[N:3]1.[CH3:1][N:2]1[CH:6]=[CH:5][C:4]([NH:7][C:8]([C:10]2[CH:20]=[C:19]([O:21][C:35]3[CH:36]=[C:37]([F:40])[CH:38]=[CH:39][C:34]=3[C:32]([N:28]3[CH2:31][CH2:30][CH2:29]3)=[O:33])[C:13]3[CH2:14][C:15]([CH3:18])([CH3:17])[O:16][C:12]=3[CH:11]=2)=[O:9])=[N:3]1. The yield is 0.460.